This data is from Catalyst prediction with 721,799 reactions and 888 catalyst types from USPTO. The task is: Predict which catalyst facilitates the given reaction. Reactant: CO[C:3](=[O:20])[C:4]1[CH:9]=[C:8]([CH:10]2[CH2:14][CH2:13][CH2:12][O:11]2)[C:7]([C:15]([F:18])([F:17])[F:16])=[CH:6][C:5]=1[NH2:19].CC[N:23]([CH2:26]C)CC.[CH3:28][S:29]([NH:32]N)(=[O:31])=[O:30].[OH-:34].[Na+].Cl. Product: [O:34]=[C:26]1[N:23]([NH:32][S:29]([CH3:28])(=[O:31])=[O:30])[C:3](=[O:20])[C:4]2[C:5](=[CH:6][C:7]([C:15]([F:16])([F:17])[F:18])=[C:8]([CH:10]3[CH2:14][CH2:13][CH2:12][O:11]3)[CH:9]=2)[NH:19]1. The catalyst class is: 1.